This data is from Reaction yield outcomes from USPTO patents with 853,638 reactions. The task is: Predict the reaction yield, written as a fraction of the theoretical maximum amount of product (1.0 means a 100% yield; for example, 0.34 means a 34% yield). (1) The reactants are [CH2:1]([N:8]([CH2:31][C:32]1[CH:37]=[CH:36][CH:35]=[CH:34][CH:33]=1)[C@@H:9]([CH2:24][C:25]1[CH:30]=[CH:29][CH:28]=[CH:27][CH:26]=1)[C@@H:10]([C@H:12]1[CH2:16][CH2:15][CH2:14][N:13]1[C:17]([O:19][C:20]([CH3:23])([CH3:22])[CH3:21])=[O:18])[OH:11])[C:2]1[CH:7]=[CH:6][CH:5]=[CH:4][CH:3]=1.CCN(CC)CC. The catalyst is CS(C)=O.O.CCOC(C)=O. The product is [CH2:1]([N:8]([CH2:31][C:32]1[CH:33]=[CH:34][CH:35]=[CH:36][CH:37]=1)[C@@H:9]([CH2:24][C:25]1[CH:30]=[CH:29][CH:28]=[CH:27][CH:26]=1)[C:10]([C@H:12]1[CH2:16][CH2:15][CH2:14][N:13]1[C:17]([O:19][C:20]([CH3:22])([CH3:21])[CH3:23])=[O:18])=[O:11])[C:2]1[CH:3]=[CH:4][CH:5]=[CH:6][CH:7]=1. The yield is 0.540. (2) The reactants are [C:1]([O:4][CH2:5][CH2:6][CH2:7][N:8]1[C:13](=[O:14])[C:12]2[NH:15][C:16]([C:18]3[CH:23]=[CH:22][CH:21]=[C:20]([Cl:24])[CH:19]=3)=[CH:17][C:11]=2[N:10]([CH3:25])[C:9]1=[O:26])(=[O:3])[CH3:2].C([O-])([O-])=O.[K+].[K+].[Cl:33][C:34]1[CH:39]=[CH:38][C:37]([CH2:40]Cl)=[CH:36][CH:35]=1. The catalyst is CN(C=O)C.CC(=O)OCC.O. The product is [C:1]([O:4][CH2:5][CH2:6][CH2:7][N:8]1[C:13](=[O:14])[C:12]2[N:15]([CH2:40][C:37]3[CH:38]=[CH:39][C:34]([Cl:33])=[CH:35][CH:36]=3)[C:16]([C:18]3[CH:23]=[CH:22][CH:21]=[C:20]([Cl:24])[CH:19]=3)=[CH:17][C:11]=2[N:10]([CH3:25])[C:9]1=[O:26])(=[O:3])[CH3:2]. The yield is 0.500. (3) The reactants are [Cl:1][C:2]1[CH:7]=[CH:6][CH:5]=[CH:4][C:3]=1[C:8]([C:16]1[CH:21]=[CH:20][CH:19]=[CH:18][CH:17]=1)([C:10]1[CH:15]=[CH:14][CH:13]=[CH:12][CH:11]=1)O.S(Cl)([Cl:24])=O. No catalyst specified. The product is [Cl:1][C:2]1[CH:7]=[CH:6][CH:5]=[CH:4][C:3]=1[C:8]([C:16]1[CH:21]=[CH:20][CH:19]=[CH:18][CH:17]=1)([C:10]1[CH:15]=[CH:14][CH:13]=[CH:12][CH:11]=1)[Cl:24]. The yield is 0.820. (4) The reactants are C1(P(CC)C2C=CC=CC=2)C=CC=CC=1.[CH3:16][C:17]1([CH3:24])[C:21]([CH3:23])([CH3:22])[O:20][BH:19][O:18]1.[C:25]([NH:28][C:29]([C:54](=[O:60])[NH:55][C:56]([CH3:59])([CH3:58])[CH3:57])([CH2:49][CH2:50][CH2:51][CH:52]=C)[CH2:30][CH2:31][CH:32]1[CH2:41][C:40]2[C:35](=[CH:36][CH:37]=[CH:38][CH:39]=2)[CH2:34][N:33]1[C:42]([O:44][C:45]([CH3:48])([CH3:47])[CH3:46])=[O:43])(=[O:27])[CH3:26]. The catalyst is ClCCl. The product is [C:25]([NH:28][C:29]([C:54](=[O:60])[NH:55][C:56]([CH3:59])([CH3:58])[CH3:57])([CH2:49][CH2:50][CH2:51][CH2:52][B:19]1[O:20][C:21]([CH3:23])([CH3:22])[C:17]([CH3:24])([CH3:16])[O:18]1)[CH2:30][CH2:31][CH:32]1[CH2:41][C:40]2[C:35](=[CH:36][CH:37]=[CH:38][CH:39]=2)[CH2:34][N:33]1[C:42]([O:44][C:45]([CH3:46])([CH3:47])[CH3:48])=[O:43])(=[O:27])[CH3:26]. The yield is 0.930. (5) The reactants are [CH3:1][O:2][C:3]1[C:4]([N+:21]([O-])=O)=[CH:5][C:6]2[CH:12]([CH3:13])[CH2:11][N:10]([C:14](=[O:19])[C:15]([F:18])([F:17])[F:16])[CH2:9][CH2:8][C:7]=2[N:20]=1. The catalyst is CCO.[Pd]. The product is [CH3:1][O:2][C:3]1[C:4]([NH2:21])=[CH:5][C:6]2[CH:12]([CH3:13])[CH2:11][N:10]([C:14](=[O:19])[C:15]([F:18])([F:16])[F:17])[CH2:9][CH2:8][C:7]=2[N:20]=1. The yield is 0.960. (6) The reactants are [CH2:1]([C:3]1[O:7][C:6]([C:8]2[CH:9]=[N:10][NH:11][C:12]=2[NH2:13])=[N:5][CH:4]=1)[CH3:2].[NH:14]1[C:18]2[CH:19]=[CH:20][C:21]([C:23](=O)[CH2:24][C:25](OCC)=[O:26])=[CH:22][C:17]=2[N:16]=[N:15]1.CC1C=CC(S(O)(=O)=O)=CC=1. The catalyst is CCCCO. The product is [NH:14]1[C:18]2[CH:19]=[CH:20][C:21]([C:23]3[NH:13][C:12]4[N:11]([N:10]=[CH:9][C:8]=4[C:6]4[O:7][C:3]([CH2:1][CH3:2])=[CH:4][N:5]=4)[C:25](=[O:26])[CH:24]=3)=[CH:22][C:17]=2[N:16]=[N:15]1. The yield is 0.140. (7) The reactants are [F:1][C:2]([F:19])([F:18])[S:3]([O:6][C:7]1[CH:16]=[CH:15][C:14]2[CH2:13][CH2:12][CH:11]([OH:17])[CH2:10][C:9]=2[CH:8]=1)(=[O:5])=[O:4].N1C=CN=C1.[Si:25](Cl)([C:28]([CH3:31])([CH3:30])[CH3:29])([CH3:27])[CH3:26]. The catalyst is C(Cl)Cl. The yield is 0.780. The product is [F:19][C:2]([F:18])([F:1])[S:3]([O:6][C:7]1[CH:16]=[CH:15][C:14]2[CH2:13][CH2:12][CH:11]([O:17][Si:25]([C:28]([CH3:31])([CH3:30])[CH3:29])([CH3:27])[CH3:26])[CH2:10][C:9]=2[CH:8]=1)(=[O:4])=[O:5]. (8) The product is [C:67]([N:40]1[CH2:39][CH2:38][C:36]2([CH2:35][N:34]([C:43](=[O:53])[C@@H:44]([NH:48][C:49]([O:51][CH3:52])=[O:50])[CH:45]([CH3:46])[CH3:47])[CH:33]([C:30]3[NH:31][CH:32]=[C:28]([C:25]4[CH:24]=[CH:23][C:22]([C:19]5[CH:20]=[CH:21][C:16]([C:14]6[N:15]=[C:11]([C@@H:7]7[CH2:8][CH2:9][CH2:10][N:6]7[C:4]([C@@H:3]([NH:54][C:55](=[O:58])[O:56][CH3:57])[CH:2]([CH3:59])[CH3:1])=[O:5])[NH:12][CH:13]=6)=[CH:17][CH:18]=5)=[CH:27][CH:26]=4)[N:29]=3)[CH2:37]2)[CH2:42][CH2:41]1)(=[O:69])[CH3:68]. The catalyst is C(Cl)Cl. The reactants are [CH3:1][CH:2]([CH3:59])[C@H:3]([NH:54][C:55](=[O:58])[O:56][CH3:57])[C:4]([N:6]1[CH2:10][CH2:9][CH2:8][C@H:7]1[C:11]1[NH:12][CH:13]=[C:14]([C:16]2[CH:21]=[CH:20][C:19]([C:22]3[CH:27]=[CH:26][C:25]([C:28]4[N:29]=[C:30]([CH:33]5[CH2:37][C:36]6([CH2:42][CH2:41][NH:40][CH2:39][CH2:38]6)[CH2:35][N:34]5[C:43](=[O:53])[C@@H:44]([NH:48][C:49]([O:51][CH3:52])=[O:50])[CH:45]([CH3:47])[CH3:46])[NH:31][CH:32]=4)=[CH:24][CH:23]=3)=[CH:18][CH:17]=2)[N:15]=1)=[O:5].C(N(CC)CC)C.[C:67](Cl)(=[O:69])[CH3:68].C(=O)([O-])[O-].[K+].[K+]. The yield is 0.900.